The task is: Predict the reactants needed to synthesize the given product.. This data is from Full USPTO retrosynthesis dataset with 1.9M reactions from patents (1976-2016). (1) Given the product [Br:1][C:2]1[CH:3]=[CH:4][C:5]([NH:8][C:14](=[O:19])[O:15][CH2:16][CH2:17][Cl:18])=[N:6][CH:7]=1, predict the reactants needed to synthesize it. The reactants are: [Br:1][C:2]1[CH:3]=[CH:4][C:5]([NH2:8])=[N:6][CH:7]=1.C([O-])([O-])=O.[Ca+2].[C:14](Cl)(=[O:19])[O:15][CH2:16][CH2:17][Cl:18]. (2) Given the product [C:1]([N:4]1[CH2:9][CH2:8][N:7]([C:11]2[CH:18]=[CH:17][C:14]([C:15]#[N:16])=[CH:13][CH:12]=2)[CH2:6][CH2:5]1)(=[O:3])[CH3:2], predict the reactants needed to synthesize it. The reactants are: [C:1]([N:4]1[CH2:9][CH2:8][NH:7][CH2:6][CH2:5]1)(=[O:3])[CH3:2].F[C:11]1[CH:18]=[CH:17][C:14]([C:15]#[N:16])=[CH:13][CH:12]=1.C(=O)([O-])[O-].[K+].[K+].CN(C)C=O. (3) The reactants are: [OH:1][C@@H:2]([C:23]1[CH:28]=[CH:27][CH:26]=[CH:25][CH:24]=1)[CH2:3][CH2:4][N:5]1[CH2:10][CH2:9][CH:8]([C:11]2[CH:12]=[C:13]([NH:17][C:18](=[O:22])[CH:19]([CH3:21])[CH3:20])[CH:14]=[CH:15][CH:16]=2)[CH2:7][CH2:6]1.[CH2:29]([O:31][C:32]1[CH:37]=[CH:36][CH:35]=[CH:34][C:33]=1O)[CH3:30].C1(P(C2C=CC=CC=2)C2C=CC=CC=2)C=CC=CC=1.N(C(OCC)=O)=NC(OCC)=O.N. Given the product [CH2:29]([O:31][C:32]1[CH:37]=[CH:36][CH:35]=[CH:34][C:33]=1[O:1][C@H:2]([C:23]1[CH:24]=[CH:25][CH:26]=[CH:27][CH:28]=1)[CH2:3][CH2:4][N:5]1[CH2:10][CH2:9][CH:8]([C:11]2[CH:12]=[C:13]([NH:17][C:18](=[O:22])[CH:19]([CH3:21])[CH3:20])[CH:14]=[CH:15][CH:16]=2)[CH2:7][CH2:6]1)[CH3:30], predict the reactants needed to synthesize it. (4) The reactants are: [NH2:1][C:2]1[C:7](Br)=[CH:6][C:5]([Br:9])=[CH:4][N:3]=1.[Cl:10][C:11]1[CH:16]=[CH:15][CH:14]=[C:13]([C:17]#[CH:18])[CH:12]=1.C(N(CC)CC)C. Given the product [Br:9][C:5]1[CH:6]=[C:7]([C:18]#[C:17][C:13]2[CH:14]=[CH:15][CH:16]=[C:11]([Cl:10])[CH:12]=2)[C:2]([NH2:1])=[N:3][CH:4]=1, predict the reactants needed to synthesize it. (5) Given the product [F:25][C:22]1[CH:23]=[CH:24][C:19]([CH:11]([C:12]2[CH:17]=[CH:16][C:15]([F:18])=[CH:14][CH:13]=2)[NH:10][C:8]([C@@H:5]2[CH2:6][CH2:7][C@@H:2]([NH:1][C:35](=[O:36])[CH2:34][Cl:33])[CH2:3][C@H:4]2[C:26]2[CH:31]=[CH:30][C:29]([Br:32])=[CH:28][CH:27]=2)=[O:9])=[CH:20][CH:21]=1, predict the reactants needed to synthesize it. The reactants are: [NH2:1][C@@H:2]1[CH2:7][CH2:6][C@@H:5]([C:8]([NH:10][CH:11]([C:19]2[CH:24]=[CH:23][C:22]([F:25])=[CH:21][CH:20]=2)[C:12]2[CH:17]=[CH:16][C:15]([F:18])=[CH:14][CH:13]=2)=[O:9])[C@H:4]([C:26]2[CH:31]=[CH:30][C:29]([Br:32])=[CH:28][CH:27]=2)[CH2:3]1.[Cl:33][CH2:34][C:35](Cl)=[O:36].CCN(C(C)C)C(C)C.